Predict the product of the given reaction. From a dataset of Forward reaction prediction with 1.9M reactions from USPTO patents (1976-2016). (1) Given the reactants [CH3:1][O:2][C:3]([C:5]1[CH:14]=[CH:13][C:12]2[C:7](=[CH:8][CH:9]=[CH:10][CH:11]=2)[C:6]=1[OH:15])=[O:4].CN(CC1C=C(CN(C)C)C(O)=C(CN(C)C)C=1)C.C(=O)([O-])[O-].[Cs+].[Cs+].[I-].[K+].[Cl:43][C:44]1[CH:49]=[CH:48][C:47]([CH2:50]Cl)=[CH:46][N:45]=1, predict the reaction product. The product is: [CH3:1][O:2][C:3]([C:5]1[CH:14]=[CH:13][C:12]2[C:7](=[CH:8][CH:9]=[CH:10][CH:11]=2)[C:6]=1[O:15][CH2:50][C:47]1[CH:46]=[N:45][C:44]([Cl:43])=[CH:49][CH:48]=1)=[O:4]. (2) Given the reactants [N:1]1[CH:6]=[CH:5][CH:4]=[C:3]([NH:7][C:8](=[O:14])[O:9][C:10]([CH3:13])([CH3:12])[CH3:11])[CH:2]=1.C([Li])(C)(C)C.[CH2:20]1[O:22][CH2:21]1.[Cl-].[NH4+], predict the reaction product. The product is: [OH:22][CH2:21][CH2:20][C:4]1[CH:5]=[CH:6][N:1]=[CH:2][C:3]=1[NH:7][C:8](=[O:14])[O:9][C:10]([CH3:11])([CH3:13])[CH3:12]. (3) Given the reactants [N+:1]([C:4]1[CH:9]=[CH:8][C:7]([C:10]([CH3:15])([CH3:14])[C:11]([OH:13])=[O:12])=[CH:6][CH:5]=1)([O-:3])=[O:2].S(=O)(=O)(O)O.[CH3:21]O, predict the reaction product. The product is: [CH3:14][C:10]([C:7]1[CH:6]=[CH:5][C:4]([N+:1]([O-:3])=[O:2])=[CH:9][CH:8]=1)([CH3:15])[C:11]([O:13][CH3:21])=[O:12]. (4) The product is: [OH:3][CH:4]1[N:10]2[N:11]=[C:12]([CH2:14][O:15][C:16]3[CH:21]=[CH:20][CH:19]=[CH:18][CH:17]=3)[CH:13]=[C:9]2[C:7](=[O:8])[NH:6][CH2:5]1. Given the reactants Cl.C[O:3][CH:4](OC)[CH2:5][NH:6][C:7]([C:9]1[NH:10][N:11]=[C:12]([CH2:14][O:15][C:16]2[CH:21]=[CH:20][CH:19]=[CH:18][CH:17]=2)[CH:13]=1)=[O:8], predict the reaction product. (5) Given the reactants [NH2:1][C:2]1[C:11]2[C:6](=[CH:7][CH:8]=[CH:9][C:10]=2[O:12][C@H:13]2[CH2:18][CH2:17][C@H:16]([CH3:19])[CH2:15][CH2:14]2)[N:5]=[C:4]([CH3:20])[C:3]=1[C:21]([O:23]CC)=[O:22].[OH-].[Na+].Cl.O.C(#N)C, predict the reaction product. The product is: [NH2:1][C:2]1[C:11]2[C:6](=[CH:7][CH:8]=[CH:9][C:10]=2[O:12][C@H:13]2[CH2:14][CH2:15][C@H:16]([CH3:19])[CH2:17][CH2:18]2)[N:5]=[C:4]([CH3:20])[C:3]=1[C:21]([OH:23])=[O:22]. (6) The product is: [Cl:1][C:2]1[CH:3]=[CH:4][CH:5]=[C:6]2[C:10]=1[N:9]([CH2:11][CH2:12][CH2:13][CH2:14][CH3:15])[N:8]=[C:7]2[C:16]1[CH:17]=[CH:18][C:19]([OH:22])=[CH:20][CH:21]=1. Given the reactants [Cl:1][C:2]1[CH:3]=[CH:4][CH:5]=[C:6]2[C:10]=1[N:9]([CH2:11][CH2:12][CH2:13][CH2:14][CH3:15])[N:8]=[C:7]2[C:16]1[CH:21]=[CH:20][C:19]([O:22]C)=[CH:18][CH:17]=1.B(Br)(Br)Br.C1CCCCC=1, predict the reaction product. (7) Given the reactants [CH2:1]([O:8][C:9]([N:11]1[CH2:16][CH2:15][C:14](=[CH2:17])[CH2:13][CH2:12]1)=[O:10])[C:2]1[CH:7]=[CH:6][CH:5]=[CH:4][CH:3]=1.C1COCC1.C([O-])([O-])=O.[Cs+].[Cs+].[CH3:29][O:30][C:31]([C:33]1[S:42][C:36]2=[CH:37][N:38]=[CH:39][C:40](Br)=[C:35]2[CH:34]=1)=[O:32], predict the reaction product. The product is: [CH3:29][O:30][C:31]([C:33]1[S:42][C:36]2=[CH:37][N:38]=[CH:39][C:40]([CH2:17][CH:14]3[CH2:15][CH2:16][N:11]([C:9]([O:8][CH2:1][C:2]4[CH:3]=[CH:4][CH:5]=[CH:6][CH:7]=4)=[O:10])[CH2:12][CH2:13]3)=[C:35]2[CH:34]=1)=[O:32]. (8) Given the reactants CC(C)([O-])C.[K+].[C:7]([O:17][CH2:18][CH3:19])(=[O:16])[CH2:8][C:9]([O:11][C:12]([CH3:15])([CH3:14])[CH3:13])=[O:10].Cl[C:21]1[C:26]([N+:27]([O-:29])=[O:28])=[CH:25][CH:24]=[CH:23][N:22]=1, predict the reaction product. The product is: [N+:27]([C:26]1[C:21]([CH:8]([C:9]([O:11][C:12]([CH3:13])([CH3:14])[CH3:15])=[O:10])[C:7]([O:17][CH2:18][CH3:19])=[O:16])=[N:22][CH:23]=[CH:24][CH:25]=1)([O-:29])=[O:28].